From a dataset of Reaction yield outcomes from USPTO patents with 853,638 reactions. Predict the reaction yield, written as a fraction of the theoretical maximum amount of product (1.0 means a 100% yield; for example, 0.34 means a 34% yield). (1) The reactants are [NH2:1][C:2]1[CH:3]=[C:4]([O:10][CH3:11])[C:5]([O:8][CH3:9])=[CH:6][CH:7]=1.[Br-:12].[Br-].[Br-].C([N+](CCCC)(CCCC)CCCC)CCC.C([N+](CCCC)(CCCC)CCCC)CCC.C([N+](CCCC)(CCCC)CCCC)CCC. The catalyst is ClCCl.CO. The product is [Br:12][C:7]1[CH:6]=[C:5]([O:8][CH3:9])[C:4]([O:10][CH3:11])=[CH:3][C:2]=1[NH2:1]. The yield is 0.300. (2) The reactants are [N:1]([O-])=O.[Na+].[CH2:5]([O:12][C:13]1[CH:20]=[CH:19][C:16]([CH:17]=O)=[C:15]([NH:21][CH2:22][CH:23]([OH:25])[CH3:24])[CH:14]=1)[C:6]1[CH:11]=[CH:10][CH:9]=[CH:8][CH:7]=1. The catalyst is [Zn]. The product is [CH2:5]([O:12][C:13]1[CH:14]=[C:15]2[C:16]([CH:17]=[N:1][N:21]2[CH2:22][CH:23]([OH:25])[CH3:24])=[CH:19][CH:20]=1)[C:6]1[CH:11]=[CH:10][CH:9]=[CH:8][CH:7]=1. The yield is 0.600. (3) The reactants are [Cl:1][C:2]1[CH:3]=[C:4]([CH:24]=[C:25]([O:28][CH3:29])[C:26]=1[OH:27])/[CH:5]=[C:6]1/[C:7](=[O:23])[N:8]2[C:13]([C:14]3[CH:15]=[C:16]([CH:20]=[CH:21][CH:22]=3)[C:17](O)=[O:18])=[CH:12][N:11]=[C:9]2[S:10]/1.Cl.[F:31][CH:32]1[CH2:35][NH:34][CH2:33]1. No catalyst specified. The product is [Cl:1][C:2]1[CH:3]=[C:4](/[CH:5]=[C:6]2/[C:7](=[O:23])[N:11]3[CH:12]=[C:13]([C:14]4[CH:22]=[CH:21][CH:20]=[C:16]([C:17]([N:34]5[CH2:35][CH:32]([F:31])[CH2:33]5)=[O:18])[CH:15]=4)[N:8]=[C:9]3[S:10]/2)[CH:24]=[C:25]([O:28][CH3:29])[C:26]=1[OH:27]. The yield is 0.520.